Task: Predict the product of the given reaction.. Dataset: Forward reaction prediction with 1.9M reactions from USPTO patents (1976-2016) (1) Given the reactants Cl.Cl[C:3]1[N:8]=[C:7]([C:9]2([C:13]([OH:15])=O)[CH2:12][CH2:11][CH2:10]2)[CH:6]=[CH:5][CH:4]=1.[CH3:16][O:17][C:18]1[CH:23]=[CH:22][C:21]([CH2:24][CH2:25][NH2:26])=[CH:20][CH:19]=1.Cl.C(N=C=NCCCN(C)C)C, predict the reaction product. The product is: [CH3:16][O:17][C:18]1[CH:23]=[CH:22][C:21]([CH2:24][CH2:25][NH:26][C:13]([C:9]2([C:7]3[CH:6]=[CH:5][CH:4]=[CH:3][N:8]=3)[CH2:10][CH2:11][CH2:12]2)=[O:15])=[CH:20][CH:19]=1. (2) Given the reactants [NH2:1][C:2]1[CH:3]=[C:4]2[C:8](=[CH:9][CH:10]=1)[NH:7][N:6]=[C:5]2[NH:11][C:12](=[O:19])[C:13]1[CH:18]=[CH:17][CH:16]=[CH:15][CH:14]=1.[F:20][C:21]1[CH:22]=[C:23]([S:27](Cl)(=[O:29])=[O:28])[CH:24]=[CH:25][CH:26]=1, predict the reaction product. The product is: [F:20][C:21]1[CH:22]=[C:23]([S:27]([NH:1][C:2]2[CH:3]=[C:4]3[C:8](=[CH:9][CH:10]=2)[NH:7][N:6]=[C:5]3[NH:11][C:12](=[O:19])[C:13]2[CH:18]=[CH:17][CH:16]=[CH:15][CH:14]=2)(=[O:29])=[O:28])[CH:24]=[CH:25][CH:26]=1. (3) Given the reactants [I:1][C:2]1[CH:3]=[CH:4][C:5]([NH:11][CH3:12])=[C:6]([CH:10]=1)[C:7]([NH2:9])=O, predict the reaction product. The product is: [NH2:9][CH2:7][C:6]1[CH:10]=[C:2]([I:1])[CH:3]=[CH:4][C:5]=1[NH:11][CH3:12].